Task: Regression. Given two drug SMILES strings and cell line genomic features, predict the synergy score measuring deviation from expected non-interaction effect.. Dataset: NCI-60 drug combinations with 297,098 pairs across 59 cell lines (1) Drug 1: C1=CC=C(C=C1)NC(=O)CCCCCCC(=O)NO. Drug 2: CC1C(C(CC(O1)OC2CC(OC(C2O)C)OC3=CC4=CC5=C(C(=O)C(C(C5)C(C(=O)C(C(C)O)O)OC)OC6CC(C(C(O6)C)O)OC7CC(C(C(O7)C)O)OC8CC(C(C(O8)C)O)(C)O)C(=C4C(=C3C)O)O)O)O. Cell line: SF-295. Synergy scores: CSS=50.8, Synergy_ZIP=-5.35, Synergy_Bliss=-2.95, Synergy_Loewe=-2.30, Synergy_HSA=-0.317. (2) Synergy scores: CSS=27.2, Synergy_ZIP=-16.2, Synergy_Bliss=-13.6, Synergy_Loewe=-13.8, Synergy_HSA=-10.7. Drug 1: COC1=CC(=CC(=C1O)OC)C2C3C(COC3=O)C(C4=CC5=C(C=C24)OCO5)OC6C(C(C7C(O6)COC(O7)C8=CC=CS8)O)O. Drug 2: C1=NC2=C(N1)C(=S)N=CN2. Cell line: UACC62. (3) Drug 1: C(=O)(N)NO. Drug 2: CN(CCCl)CCCl.Cl. Cell line: PC-3. Synergy scores: CSS=7.35, Synergy_ZIP=-3.10, Synergy_Bliss=-0.962, Synergy_Loewe=-15.8, Synergy_HSA=-3.81. (4) Drug 1: CC1OCC2C(O1)C(C(C(O2)OC3C4COC(=O)C4C(C5=CC6=C(C=C35)OCO6)C7=CC(=C(C(=C7)OC)O)OC)O)O. Drug 2: C1=CC(=CC=C1CC(C(=O)O)N)N(CCCl)CCCl.Cl. Cell line: SF-268. Synergy scores: CSS=40.2, Synergy_ZIP=3.60, Synergy_Bliss=11.3, Synergy_Loewe=4.82, Synergy_HSA=10.4. (5) Drug 1: C1=CN(C(=O)N=C1N)C2C(C(C(O2)CO)O)O.Cl. Drug 2: N.N.Cl[Pt+2]Cl. Cell line: 786-0. Synergy scores: CSS=41.5, Synergy_ZIP=-3.53, Synergy_Bliss=2.09, Synergy_Loewe=-4.37, Synergy_HSA=2.54. (6) Drug 1: CC1=C(C=C(C=C1)NC(=O)C2=CC=C(C=C2)CN3CCN(CC3)C)NC4=NC=CC(=N4)C5=CN=CC=C5. Drug 2: CC1=C2C(C(=O)C3(C(CC4C(C3C(C(C2(C)C)(CC1OC(=O)C(C(C5=CC=CC=C5)NC(=O)C6=CC=CC=C6)O)O)OC(=O)C7=CC=CC=C7)(CO4)OC(=O)C)O)C)OC(=O)C. Cell line: SF-295. Synergy scores: CSS=26.1, Synergy_ZIP=11.6, Synergy_Bliss=13.6, Synergy_Loewe=12.3, Synergy_HSA=12.1. (7) Drug 1: CC1C(C(CC(O1)OC2CC(CC3=C2C(=C4C(=C3O)C(=O)C5=C(C4=O)C(=CC=C5)OC)O)(C(=O)C)O)N)O.Cl. Drug 2: CC(C)NC(=O)C1=CC=C(C=C1)CNNC.Cl. Cell line: A498. Synergy scores: CSS=28.0, Synergy_ZIP=-3.83, Synergy_Bliss=-0.299, Synergy_Loewe=-13.5, Synergy_HSA=-1.88. (8) Drug 1: COC1=CC(=CC(=C1O)OC)C2C3C(COC3=O)C(C4=CC5=C(C=C24)OCO5)OC6C(C(C7C(O6)COC(O7)C8=CC=CS8)O)O. Drug 2: C1CC(C1)(C(=O)O)C(=O)O.[NH2-].[NH2-].[Pt+2]. Cell line: HT29. Synergy scores: CSS=51.7, Synergy_ZIP=-1.66, Synergy_Bliss=3.75, Synergy_Loewe=-15.0, Synergy_HSA=5.34. (9) Drug 1: CS(=O)(=O)C1=CC(=C(C=C1)C(=O)NC2=CC(=C(C=C2)Cl)C3=CC=CC=N3)Cl. Drug 2: C(CN)CNCCSP(=O)(O)O. Cell line: OVCAR3. Synergy scores: CSS=9.88, Synergy_ZIP=0.861, Synergy_Bliss=7.79, Synergy_Loewe=-1.79, Synergy_HSA=2.03.